Predict the product of the given reaction. From a dataset of Forward reaction prediction with 1.9M reactions from USPTO patents (1976-2016). Given the reactants Cl.[NH2:2][C@H:3]([NH:5][C:6](=[O:33])[C:7]1[CH:12]=[CH:11][C:10](/[CH:13]=[CH:14]/[CH:15]([C:20]2[CH:25]=[C:24]([Cl:26])[C:23]([Cl:27])=[C:22]([Cl:28])[CH:21]=2)[C:16]([F:19])([F:18])[F:17])=[CH:9][C:8]=1[C:29]([F:32])([F:31])[F:30])[CH3:4].[F:34][C:35]([F:41])([F:40])[CH2:36][C:37](Cl)=[O:38].CN1CCOCC1, predict the reaction product. The product is: [F:18][C:16]([F:19])([F:17])[CH:15]([C:20]1[CH:25]=[C:24]([Cl:26])[C:23]([Cl:27])=[C:22]([Cl:28])[CH:21]=1)/[CH:14]=[CH:13]/[C:10]1[CH:11]=[CH:12][C:7]([C:6]([NH:5][C@@H:3]([NH:2][C:37](=[O:38])[CH2:36][C:35]([F:41])([F:40])[F:34])[CH3:4])=[O:33])=[C:8]([C:29]([F:32])([F:31])[F:30])[CH:9]=1.